From a dataset of Forward reaction prediction with 1.9M reactions from USPTO patents (1976-2016). Predict the product of the given reaction. Given the reactants [CH3:1][O:2][C:3](=[O:31])[CH2:4][CH2:5][C:6]1[O:10][N:9]=[C:8]([C:11]2[CH:16]=[CH:15][C:14]([S:17]([N:20]3[CH2:25][CH2:24][CH:23]([CH:26](OC)[O:27]C)[CH2:22][CH2:21]3)(=[O:19])=[O:18])=[CH:13][CH:12]=2)[N:7]=1, predict the reaction product. The product is: [CH3:1][O:2][C:3](=[O:31])[CH2:4][CH2:5][C:6]1[O:10][N:9]=[C:8]([C:11]2[CH:12]=[CH:13][C:14]([S:17]([N:20]3[CH2:25][CH2:24][CH:23]([CH:26]=[O:27])[CH2:22][CH2:21]3)(=[O:18])=[O:19])=[CH:15][CH:16]=2)[N:7]=1.